This data is from Forward reaction prediction with 1.9M reactions from USPTO patents (1976-2016). The task is: Predict the product of the given reaction. Given the reactants [Br:1][C:2]1[C:3]([F:11])=[C:4]2[C:8](=[CH:9][CH:10]=1)[NH:7][N:6]=[CH:5]2.[O:12]1[CH:17]=[CH:16][CH2:15][CH2:14][CH2:13]1.C([O-])(O)=O.[Na+], predict the reaction product. The product is: [Br:1][C:2]1[C:3]([F:11])=[C:4]2[C:8](=[CH:9][CH:10]=1)[N:7]([CH:13]1[CH2:14][CH2:15][CH2:16][CH2:17][O:12]1)[N:6]=[CH:5]2.